Dataset: Full USPTO retrosynthesis dataset with 1.9M reactions from patents (1976-2016). Task: Predict the reactants needed to synthesize the given product. Given the product [F:1][C:2]1[CH:3]=[C:4]2[C:9](=[CH:10][CH:11]=1)[CH:8]=[N:7][C:6]([O:12][S:22]([C:21]([F:34])([F:33])[F:20])(=[O:24])=[O:23])=[CH:5]2, predict the reactants needed to synthesize it. The reactants are: [F:1][C:2]1[CH:3]=[C:4]2[C:9](=[CH:10][CH:11]=1)[CH:8]=[N:7][C:6]([OH:12])=[CH:5]2.C(N(CC)CC)C.[F:20][C:21]([F:34])([F:33])[S:22](O[S:22]([C:21]([F:34])([F:33])[F:20])(=[O:24])=[O:23])(=[O:24])=[O:23].